Dataset: Forward reaction prediction with 1.9M reactions from USPTO patents (1976-2016). Task: Predict the product of the given reaction. (1) Given the reactants [Cl-].O[NH3+:3].[C:4](=[O:7])([O-])[OH:5].[Na+].CS(C)=O.[O:13]=[C:14]1[C:19]([CH2:20][C:21]2[CH:26]=[CH:25][C:24]([C:27]3[C:28]([C:33]#[N:34])=[CH:29][CH:30]=[CH:31][CH:32]=3)=[CH:23][CH:22]=2)=[C:18]([CH2:35][CH2:36][CH2:37][CH2:38][CH3:39])[N:17]2[N:40]=[CH:41][N:42]=[C:16]2[N:15]1[CH:43]1[CH2:48][CH2:47][O:46][CH2:45][CH2:44]1, predict the reaction product. The product is: [O:7]=[C:4]1[O:5][N:3]=[C:33]([C:28]2[CH:29]=[CH:30][CH:31]=[CH:32][C:27]=2[C:24]2[CH:23]=[CH:22][C:21]([CH2:20][C:19]3[C:14](=[O:13])[N:15]([CH:43]4[CH2:44][CH2:45][O:46][CH2:47][CH2:48]4)[C:16]4[N:17]([N:40]=[CH:41][N:42]=4)[C:18]=3[CH2:35][CH2:36][CH2:37][CH2:38][CH3:39])=[CH:26][CH:25]=2)[NH:34]1. (2) Given the reactants C[N:2]1[CH:6]=[C:5]([SH:7])[N:4]=[C:3]1[CH3:8].[H-].[Na+].[C:11]([O:15][C:16]([N:18]1[CH2:24][CH2:23][C:22]2[C:25]([CH2:30]Cl)=[C:26]([Cl:29])[CH:27]=[CH:28][C:21]=2[CH2:20][CH2:19]1)=[O:17])([CH3:14])([CH3:13])[CH3:12].[CH3:32]N(C=O)C, predict the reaction product. The product is: [C:11]([O:15][C:16]([N:18]1[CH2:24][CH2:23][C:22]2[C:25]([CH:30]([S:7][C:5]3[N:4]=[C:3]([CH3:8])[NH:2][CH:6]=3)[CH3:32])=[C:26]([Cl:29])[CH:27]=[CH:28][C:21]=2[CH2:20][CH2:19]1)=[O:17])([CH3:14])([CH3:12])[CH3:13]. (3) Given the reactants I[C:2]1[CH:7]=[CH:6][C:5]2[C:8]3[CH2:13][CH2:12][N:11]([C:14]([O:16][C:17]([CH3:20])([CH3:19])[CH3:18])=[O:15])[C:10]([CH3:22])([CH3:21])[C:9]=3[O:23][C:4]=2[CH:3]=1.CC(C)([O-])C.[Na+].C(O)CO.CN(C)C=O.[F:39][C:40]1[CH:41]=[C:42]([SH:46])[CH:43]=[CH:44][CH:45]=1, predict the reaction product. The product is: [C:17]([O:16][C:14]([N:11]1[CH2:12][CH2:13][C:8]2[C:5]3[CH:6]=[CH:7][C:2]([S:46][C:42]4[CH:43]=[CH:44][CH:45]=[C:40]([F:39])[CH:41]=4)=[CH:3][C:4]=3[O:23][C:9]=2[C:10]1([CH3:22])[CH3:21])=[O:15])([CH3:20])([CH3:19])[CH3:18]. (4) Given the reactants [C:1]([C:3]1[CH:4]=[C:5]([C:13]2[O:17][N:16]=[C:15]([C:18]3[CH:23]=[CH:22][C:21]([O:24][CH2:25][CH2:26][CH2:27][C:28]([O:30]CC)=[O:29])=[CH:20][C:19]=3[CH2:33][CH3:34])[N:14]=2)[CH:6]=[CH:7][C:8]=1[O:9][CH:10]([CH3:12])[CH3:11])#[N:2].[OH-].[Na+], predict the reaction product. The product is: [C:1]([C:3]1[CH:4]=[C:5]([C:13]2[O:17][N:16]=[C:15]([C:18]3[CH:23]=[CH:22][C:21]([O:24][CH2:25][CH2:26][CH2:27][C:28]([OH:30])=[O:29])=[CH:20][C:19]=3[CH2:33][CH3:34])[N:14]=2)[CH:6]=[CH:7][C:8]=1[O:9][CH:10]([CH3:12])[CH3:11])#[N:2]. (5) Given the reactants [O:1]1[C:3]2([CH2:12][CH2:11][C:6]3([O:10][CH2:9][CH2:8][O:7]3)[CH2:5][CH2:4]2)[CH2:2]1.[CH3:13][O-:14].[Na+], predict the reaction product. The product is: [CH3:13][O:14][CH2:2][C:3]1([OH:1])[CH2:12][CH2:11][C:6]2([O:10][CH2:9][CH2:8][O:7]2)[CH2:5][CH2:4]1. (6) Given the reactants [N+:1]([C:4]1[CH:9]=[CH:8][C:7]([C:10]2([C:16]#[N:17])[CH2:15][CH2:14][CH2:13][CH2:12][CH2:11]2)=[CH:6][CH:5]=1)([O-])=O.O.[NH4+].[Cl-], predict the reaction product. The product is: [NH2:1][C:4]1[CH:5]=[CH:6][C:7]([C:10]2([C:16]#[N:17])[CH2:15][CH2:14][CH2:13][CH2:12][CH2:11]2)=[CH:8][CH:9]=1.